This data is from Catalyst prediction with 721,799 reactions and 888 catalyst types from USPTO. The task is: Predict which catalyst facilitates the given reaction. Reactant: [C:1]([O:5][CH:6]([C:11]1[C:16]([CH3:17])=[CH:15][CH:14]=[C:13]([CH:18]2[CH2:20][CH2:19]2)[C:12]=1[C:21]1[CH:26]=[CH:25][C:24]([N+:27]([O-])=O)=[CH:23][CH:22]=1)[C:7]([O:9][CH3:10])=[O:8])([CH3:4])([CH3:3])[CH3:2]. Product: [NH2:27][C:24]1[CH:23]=[CH:22][C:21]([C:12]2[C:13]([CH:18]3[CH2:20][CH2:19]3)=[CH:14][CH:15]=[C:16]([CH3:17])[C:11]=2[CH:6]([O:5][C:1]([CH3:4])([CH3:3])[CH3:2])[C:7]([O:9][CH3:10])=[O:8])=[CH:26][CH:25]=1. The catalyst class is: 43.